Task: Predict the reactants needed to synthesize the given product.. Dataset: Full USPTO retrosynthesis dataset with 1.9M reactions from patents (1976-2016) Given the product [NH2:1][C:2]1[N:7]=[CH:6][N:5]=[C:4]2[N:8]([CH:12]([C:14]3[O:15][C:16]4[C:21]([C:22](=[O:31])[C:23]=3[C:24]3[CH:29]=[CH:28][CH:27]=[C:26]([F:30])[CH:25]=3)=[CH:20][CH:19]=[CH:18][CH:17]=4)[CH3:13])[N:9]=[C:10]([C:37]3[CH:38]=[C:34]([CH2:33][OH:32])[S:35][CH:36]=3)[C:3]=12, predict the reactants needed to synthesize it. The reactants are: [NH2:1][C:2]1[N:7]=[CH:6][N:5]=[C:4]2[N:8]([CH:12]([C:14]3[O:15][C:16]4[C:21]([C:22](=[O:31])[C:23]=3[C:24]3[CH:29]=[CH:28][CH:27]=[C:26]([F:30])[CH:25]=3)=[CH:20][CH:19]=[CH:18][CH:17]=4)[CH3:13])[N:9]=[C:10](I)[C:3]=12.[OH:32][CH2:33][C:34]1[S:35][CH:36]=[C:37](B(O)O)[CH:38]=1.C(=O)([O-])[O-].[Na+].[Na+].ClCCl.